This data is from NCI-60 drug combinations with 297,098 pairs across 59 cell lines. The task is: Regression. Given two drug SMILES strings and cell line genomic features, predict the synergy score measuring deviation from expected non-interaction effect. Drug 1: C1=CC(=C2C(=C1NCCNCCO)C(=O)C3=C(C=CC(=C3C2=O)O)O)NCCNCCO. Drug 2: CC12CCC3C(C1CCC2O)C(CC4=C3C=CC(=C4)O)CCCCCCCCCS(=O)CCCC(C(F)(F)F)(F)F. Cell line: OVCAR-4. Synergy scores: CSS=22.8, Synergy_ZIP=-6.31, Synergy_Bliss=-1.23, Synergy_Loewe=-13.5, Synergy_HSA=-0.681.